Dataset: Catalyst prediction with 721,799 reactions and 888 catalyst types from USPTO. Task: Predict which catalyst facilitates the given reaction. (1) Reactant: [NH2:1][C:2]1[C:7]([N:8]2[CH2:13][CH2:12][N:11](C(OC(C)(C)C)=O)[C@@H:10]([CH2:21][C:22]3[CH:27]=[CH:26][CH:25]=[CH:24][CH:23]=3)[CH2:9]2)=[N:6][C:5]([C:28]2[CH:29]=[C:30]3[C:34](=[CH:35][CH:36]=2)[NH:33][N:32]=[C:31]3[CH3:37])=[CH:4][N:3]=1.Cl. Product: [NH2:1][C:2]1[C:7]([N:8]2[CH2:13][CH2:12][NH:11][C@@H:10]([CH2:21][C:22]3[CH:23]=[CH:24][CH:25]=[CH:26][CH:27]=3)[CH2:9]2)=[N:6][C:5]([C:28]2[CH:29]=[C:30]3[C:34](=[CH:35][CH:36]=2)[NH:33][N:32]=[C:31]3[CH3:37])=[CH:4][N:3]=1. The catalyst class is: 269. (2) Reactant: [F:1][C:2]([F:17])([F:16])[C:3]1[C:11]2[CH2:10][CH2:9][CH2:8][CH2:7][C:6]=2[N:5]([CH2:12][C:13]([OH:15])=O)[N:4]=1.C(Cl)(=O)C(Cl)=O.[NH2:24][C:25]1[N:29]([CH3:30])[N:28]=[CH:27][C:26]=1[C:31]([NH2:33])=[O:32]. Product: [CH3:30][N:29]1[C:25]([NH:24][C:13](=[O:15])[CH2:12][N:5]2[C:6]3[CH2:7][CH2:8][CH2:9][CH2:10][C:11]=3[C:3]([C:2]([F:1])([F:17])[F:16])=[N:4]2)=[C:26]([C:31]([NH2:33])=[O:32])[CH:27]=[N:28]1. The catalyst class is: 213. (3) Reactant: [C:1]1([C@H:7]([NH:9][C:10]([NH:12][C:13]2[N:18]=[CH:17][C:16]3[C:19]([NH:41][CH2:42][C:43]4[CH:44]=[N:45][CH:46]=[CH:47][CH:48]=4)=[N:20][N:21](C(C4C=CC=CC=4)(C4C=CC=CC=4)C4C=CC=CC=4)[C:15]=3[CH:14]=2)=[O:11])[CH3:8])[CH:6]=[CH:5][CH:4]=[CH:3][CH:2]=1.C([SiH](CC)CC)C. Product: [C:1]1([C@H:7]([NH:9][C:10]([NH:12][C:13]2[N:18]=[CH:17][C:16]3[C:19]([NH:41][CH2:42][C:43]4[CH:44]=[N:45][CH:46]=[CH:47][CH:48]=4)=[N:20][NH:21][C:15]=3[CH:14]=2)=[O:11])[CH3:8])[CH:2]=[CH:3][CH:4]=[CH:5][CH:6]=1. The catalyst class is: 67. (4) Reactant: [F:1][C:2]1[CH:7]=[CH:6][C:5]([OH:8])=[CH:4][C:3]=1[C:9]([F:12])([F:11])[F:10].[H-].[Na+].[H][H].Br[CH2:18][C:19]([O:21][CH2:22][CH3:23])=[O:20]. Product: [F:1][C:2]1[CH:7]=[CH:6][C:5]([O:8][CH2:18][C:19]([O:21][CH2:22][CH3:23])=[O:20])=[CH:4][C:3]=1[C:9]([F:10])([F:11])[F:12]. The catalyst class is: 56. (5) Reactant: [OH-].[Na+].[N:3]1[CH:8]=[CH:7][CH:6]=[CH:5][C:4]=1[C:9]#[C:10][C:11]1[CH:12]=[C:13]([CH:18]=[CH:19][C:20]=1[C:21]([F:24])([F:23])[F:22])[C:14]([O:16]C)=[O:15].CO.Cl. Product: [N:3]1[CH:8]=[CH:7][CH:6]=[CH:5][C:4]=1[C:9]#[C:10][C:11]1[CH:12]=[C:13]([CH:18]=[CH:19][C:20]=1[C:21]([F:22])([F:23])[F:24])[C:14]([OH:16])=[O:15]. The catalyst class is: 7. (6) Reactant: [CH3:1][O:2][C:3]([C:5]1[NH:6][C:7]2[C:12]([CH:13]=1)=[CH:11][CH:10]=[C:9]([O:14]C)[CH:8]=2)=[O:4].[H-].[Na+].I[CH3:19].O. Product: [CH3:1][O:2][C:3]([C:5]1[N:6]([CH3:19])[C:7]2[C:12]([CH:13]=1)=[CH:11][CH:10]=[C:9]([OH:14])[CH:8]=2)=[O:4]. The catalyst class is: 483. (7) The catalyst class is: 2. Reactant: [CH:1]12[CH2:8][CH:5]([CH2:6][CH2:7]1)[C:4](=[O:9])[CH2:3][C:2]2=[O:10].C(N(CC)CC)C.[CH3:18][S:19]([C:22]1[CH:30]=[CH:29][C:25]([C:26](Cl)=[O:27])=[C:24]([CH3:31])[C:23]=1[CH2:32][O:33][CH3:34])(=[O:21])=[O:20]. Product: [O:9]=[C:4]1[CH:5]2[CH2:8][CH:1]([CH2:7][CH2:6]2)[C:2]([O:10][C:26](=[O:27])[C:25]2[CH:29]=[CH:30][C:22]([S:19]([CH3:18])(=[O:21])=[O:20])=[C:23]([CH2:32][O:33][CH3:34])[C:24]=2[CH3:31])=[CH:3]1. (8) Reactant: COC1C=CC(C[N:8]2[C:12]3=[N:13][CH:14]=[C:15]([C:17]4[CH:18]=[N:19][N:20]([CH3:22])[CH:21]=4)[CH:16]=[C:11]3[CH:10]=[N:9]2)=CC=1.FC(F)(F)C(O)=O. Product: [CH3:22][N:20]1[CH:21]=[C:17]([C:15]2[CH:16]=[C:11]3[CH:10]=[N:9][NH:8][C:12]3=[N:13][CH:14]=2)[CH:18]=[N:19]1. The catalyst class is: 22.